Dataset: Full USPTO retrosynthesis dataset with 1.9M reactions from patents (1976-2016). Task: Predict the reactants needed to synthesize the given product. (1) Given the product [F:5][C:6]1[CH:7]=[N:8][CH:9]=[CH:10][C:11]=1[C:12]1[N:13]=[CH:14][C:15](=[O:26])[NH:16][C:17]=1[C:18]1[CH:19]=[N:20][CH:21]=[CH:22][CH:23]=1, predict the reactants needed to synthesize it. The reactants are: N([O-])=O.[Na+].[F:5][C:6]1[CH:7]=[N:8][CH:9]=[CH:10][C:11]=1[C:12]1[N:13]=[CH:14][C:15](N)=[N:16][C:17]=1[C:18]1[CH:19]=[N:20][CH:21]=[CH:22][CH:23]=1.S(=O)(=O)(O)[OH:26].[OH-].[Na+]. (2) Given the product [NH2:27][C:24]1[CH:25]=[C:26]2[C:21](=[CH:22][C:23]=1[NH:30][CH2:31][CH3:32])[N:20]=[CH:19][N:18]=[C:17]2[N:14]1[CH2:15][CH2:16][N:11]([C:9](=[S:10])[NH:8][CH2:1][C:2]2[CH:7]=[CH:6][CH:5]=[CH:4][CH:3]=2)[CH2:12][CH2:13]1, predict the reactants needed to synthesize it. The reactants are: [CH2:1]([NH:8][C:9]([N:11]1[CH2:16][CH2:15][N:14]([C:17]2[C:26]3[C:21](=[CH:22][C:23]([NH:30][CH2:31][CH3:32])=[C:24]([N+:27]([O-])=O)[CH:25]=3)[N:20]=[CH:19][N:18]=2)[CH2:13][CH2:12]1)=[S:10])[C:2]1[CH:7]=[CH:6][CH:5]=[CH:4][CH:3]=1. (3) Given the product [CH3:1][C:2]([O:33][C:34]1[CH:39]=[CH:38][CH:37]=[CH:36][CH:35]=1)([CH2:8][C:9]1[CH:10]=[CH:11][C:12]([O:15][CH2:16][CH2:17][NH:18][C:19](=[O:32])[C:20]2[CH:25]=[CH:24][C:23]([C:26]3[CH:31]=[CH:30][CH:29]=[CH:28][N:27]=3)=[CH:22][CH:21]=2)=[CH:13][CH:14]=1)[C:3]([OH:5])=[O:4], predict the reactants needed to synthesize it. The reactants are: [CH3:1][C:2]([O:33][C:34]1[CH:39]=[CH:38][CH:37]=[CH:36][CH:35]=1)([CH2:8][C:9]1[CH:14]=[CH:13][C:12]([O:15][CH2:16][CH2:17][NH:18][C:19](=[O:32])[C:20]2[CH:25]=[CH:24][C:23]([C:26]3[CH:31]=[CH:30][CH:29]=[CH:28][N:27]=3)=[CH:22][CH:21]=2)=[CH:11][CH:10]=1)[C:3]([O:5]CC)=[O:4].[OH-].[Na+]. (4) Given the product [CH3:3][NH:4][CH2:5][CH2:6]/[CH:7]=[C:46]1\[C:45]2[C:44]([CH2:43][O:42][C:41]3[C:47]\1=[CH:37][CH:38]=[CH:39][CH:40]=3)=[CH:52][CH:51]=[CH:50][CH:49]=2, predict the reactants needed to synthesize it. The reactants are: Br.[Br-].[CH3:3][NH:4][CH2:5][CH2:6][CH2:7][P+](C1C=CC=CC=1)(C1C=CC=CC=1)C1C=CC=CC=1.O1CCCC1.C([Li])CCC.[CH:37]1[C:47]2[C:46](=O)[C:45]3[CH:49]=[CH:50][CH:51]=[CH:52][C:44]=3[CH2:43][O:42][C:41]=2[CH:40]=[CH:39][CH:38]=1. (5) Given the product [CH2:7]([C:4]1[CH:5]=[CH:6][C:1]([C:11]2[CH:16]=[CH:15][CH:14]=[CH:13][CH:12]=2)=[CH:2][CH:3]=1)[C:8]#[CH:9], predict the reactants needed to synthesize it. The reactants are: [C:1]1([C:11]2[CH:16]=[CH:15][CH:14]=[CH:13][CH:12]=2)[CH:6]=[CH:5][C:4]([CH:7](O)[C:8]#[CH:9])=[CH:3][CH:2]=1.[SiH](CC)(CC)CC.[NH4+].[Cl-]. (6) Given the product [ClH:38].[CH3:28][C:20]1[CH:19]=[C:18]([O:17][CH2:16][CH2:15][C@H:14]([CH:11]2[CH2:10][CH2:9][NH:8][CH2:13][CH2:12]2)[CH3:29])[CH:23]=[C:22]([CH3:24])[C:21]=1[C:25]([OH:27])=[O:26], predict the reactants needed to synthesize it. The reactants are: C(OC([N:8]1[CH2:13][CH2:12][CH:11]([C@H:14]([CH3:29])[CH2:15][CH2:16][O:17][C:18]2[CH:23]=[C:22]([CH3:24])[C:21]([C:25]([OH:27])=[O:26])=[C:20]([CH3:28])[CH:19]=2)[CH2:10][CH2:9]1)=O)(C)(C)C.C(O)(C(F)(F)F)=O.C(Cl)[Cl:38]. (7) Given the product [ClH:17].[CH2:12]1[C:11]2([CH2:14][CH2:15][NH:8][CH2:9][C@H:10]2[OH:16])[CH2:13]1, predict the reactants needed to synthesize it. The reactants are: C(OC([N:8]1[CH2:15][CH2:14][C:11]2([CH2:13][CH2:12]2)[C@H:10]([OH:16])[CH2:9]1)=O)(C)(C)C.[ClH:17].COC(C)(C)C. (8) Given the product [CH2:34]([O:33][C:31]([N:19]([CH2:20][C:21]1[CH:26]=[CH:25][CH:24]=[C:23]([C:27]([F:30])([F:29])[F:28])[CH:22]=1)[C:16]1[C:15](=[O:41])[N:14]2[C@H:10]([C:8]([N:1]([C:59]([O:58][C:55]([CH3:57])([CH3:56])[CH3:54])=[O:60])[C:2]3[CH:7]=[CH:6][CH:5]=[CH:4][CH:3]=3)=[O:9])[CH2:11][C@:12]([CH2:43][C:44]([O:46][CH2:47][C:48]3[CH:53]=[CH:52][CH:51]=[CH:50][CH:49]=3)=[O:45])([CH3:42])[C:13]2=[N:18][CH:17]=1)=[O:32])[C:35]1[CH:40]=[CH:39][CH:38]=[CH:37][CH:36]=1, predict the reactants needed to synthesize it. The reactants are: [NH:1]([C:8]([C@H:10]1[N:14]2[C:15](=[O:41])[C:16]([N:19]([C:31]([O:33][CH2:34][C:35]3[CH:40]=[CH:39][CH:38]=[CH:37][CH:36]=3)=[O:32])[CH2:20][C:21]3[CH:26]=[CH:25][CH:24]=[C:23]([C:27]([F:30])([F:29])[F:28])[CH:22]=3)=[CH:17][N:18]=[C:13]2[C@@:12]([CH2:43][C:44]([O:46][CH2:47][C:48]2[CH:53]=[CH:52][CH:51]=[CH:50][CH:49]=2)=[O:45])([CH3:42])[CH2:11]1)=[O:9])[C:2]1[CH:7]=[CH:6][CH:5]=[CH:4][CH:3]=1.[CH3:54][C:55]([O:58][C:59](O[C:59]([O:58][C:55]([CH3:57])([CH3:56])[CH3:54])=[O:60])=[O:60])([CH3:57])[CH3:56]. (9) Given the product [CH3:41][N:13]([CH3:12])[C@@H:14]1[CH2:18][CH2:17][N:16]([CH2:19][C:20]2[CH:25]=[CH:24][C:23]([NH:26][C:27](=[O:36])[C:28]3[CH:33]=[CH:32][C:31]([CH3:34])=[C:30]([C:2]#[C:1][C:3]4[N:7]5[N:8]=[CH:9][CH:10]=[CH:11][C:6]5=[N:5][CH:4]=4)[CH:29]=3)=[CH:22][C:21]=2[C:37]([F:40])([F:39])[F:38])[CH2:15]1, predict the reactants needed to synthesize it. The reactants are: [C:1]([C:3]1[N:7]2[N:8]=[CH:9][CH:10]=[CH:11][C:6]2=[N:5][CH:4]=1)#[CH:2].[CH3:12][N:13]([CH3:41])[C@@H:14]1[CH2:18][CH2:17][N:16]([CH2:19][C:20]2[CH:25]=[CH:24][C:23]([NH:26][C:27](=[O:36])[C:28]3[CH:33]=[CH:32][C:31]([CH3:34])=[C:30](I)[CH:29]=3)=[CH:22][C:21]=2[C:37]([F:40])([F:39])[F:38])[CH2:15]1.C(N(CC)C(C)C)(C)C. (10) Given the product [ClH:26].[CH:21]1[C:22]2[C:17](=[C:16]([NH:15][CH2:14][CH:10]3[CH2:11][CH2:12][CH2:13][NH:8][CH2:9]3)[CH:25]=[CH:24][CH:23]=2)[CH:18]=[CH:19][N:20]=1, predict the reactants needed to synthesize it. The reactants are: C(OC([N:8]1[CH2:13][CH2:12][CH2:11][CH:10]([CH2:14][NH:15][C:16]2[CH:25]=[CH:24][CH:23]=[C:22]3[C:17]=2[CH:18]=[CH:19][N:20]=[CH:21]3)[CH2:9]1)=O)(C)(C)C.[ClH:26].CO.